The task is: Regression. Given a peptide amino acid sequence and an MHC pseudo amino acid sequence, predict their binding affinity value. This is MHC class I binding data.. This data is from Peptide-MHC class I binding affinity with 185,985 pairs from IEDB/IMGT. (1) The peptide sequence is FDHVNTLHF. The MHC is HLA-A30:02 with pseudo-sequence HLA-A30:02. The binding affinity (normalized) is 0. (2) The peptide sequence is TLVPQEHYV. The MHC is HLA-B08:01 with pseudo-sequence HLA-B08:01. The binding affinity (normalized) is 0.0847.